Dataset: Catalyst prediction with 721,799 reactions and 888 catalyst types from USPTO. Task: Predict which catalyst facilitates the given reaction. (1) Reactant: Cl.Cl.[CH3:3][CH:4]([CH3:18])[CH2:5][N:6]([CH2:11][C@H:12]1[CH2:17][NH:16][CH2:15][CH2:14][NH:13]1)[S:7]([CH3:10])(=[O:9])=[O:8].C(N(CC)CC)C.[CH3:26][C:27]([O:30][C:31](O[C:31]([O:30][C:27]([CH3:29])([CH3:28])[CH3:26])=[O:32])=[O:32])([CH3:29])[CH3:28]. Product: [CH3:3][CH:4]([CH3:18])[CH2:5][N:6]([CH2:11][C@@H:12]1[NH:13][CH2:14][CH2:15][N:16]([C:31]([O:30][C:27]([CH3:29])([CH3:28])[CH3:26])=[O:32])[CH2:17]1)[S:7]([CH3:10])(=[O:8])=[O:9]. The catalyst class is: 2. (2) Product: [C:27]1([C:7]2([C:1]3[CH:2]=[CH:3][CH:4]=[CH:5][CH:6]=3)[C:20]3[C:15]4=[C:16]([C:21]5[CH:22]=[C:23]([C:37]([C:38]6[CH:43]=[CH:42][CH:41]=[CH:40][CH:39]=6)=[O:44])[CH:24]=[CH:25][C:26]=5[N:14]4[C:13]4[CH:12]=[CH:11][CH:10]=[CH:9][C:8]2=4)[CH:17]=[CH:18][CH:19]=3)[CH:32]=[CH:31][CH:30]=[CH:29][CH:28]=1. The catalyst class is: 22. Reactant: [C:1]1([C:7]2([C:27]3[CH:32]=[CH:31][CH:30]=[CH:29][CH:28]=3)[C:20]3[C:15]4=[C:16]([C:21]5[CH:22]=[CH:23][CH:24]=[CH:25][C:26]=5[N:14]4[C:13]4[CH:12]=[CH:11][CH:10]=[CH:9][C:8]2=4)[CH:17]=[CH:18][CH:19]=3)[CH:6]=[CH:5][CH:4]=[CH:3][CH:2]=1.[Al+3].[Cl-].[Cl-].[Cl-].[C:37](Cl)(=[O:44])[C:38]1[CH:43]=[CH:42][CH:41]=[CH:40][CH:39]=1.O. (3) Reactant: C(OC(=O)C)(=O)C.[C:8]([O:12][C:13]([C:15]1[CH:19]=[CH:18][N:17]([CH2:20][CH:21]([OH:38])[CH2:22][O:23][C:24]2[CH:29]=[CH:28][C:27]([CH2:30][CH2:31][CH2:32][CH2:33][CH2:34][CH2:35][CH2:36][CH3:37])=[CH:26][CH:25]=2)[CH:16]=1)=[O:14])([CH3:11])([CH3:10])[CH3:9].C(=O)([O-])O.[Na+].[Na+].[Cl-]. Product: [C:8]([O:12][C:13]([C:15]1[CH:19]=[CH:18][N:17]([CH2:20][C:21](=[O:38])[CH2:22][O:23][C:24]2[CH:29]=[CH:28][C:27]([CH2:30][CH2:31][CH2:32][CH2:33][CH2:34][CH2:35][CH2:36][CH3:37])=[CH:26][CH:25]=2)[CH:16]=1)=[O:14])([CH3:11])([CH3:10])[CH3:9]. The catalyst class is: 16. (4) Reactant: Cl.[NH2:2][CH:3]1[CH2:6][C:5](=[O:7])[CH2:4]1.[CH3:8][C:9]([O:12][C:13](O[C:13]([O:12][C:9]([CH3:11])([CH3:10])[CH3:8])=[O:14])=[O:14])([CH3:11])[CH3:10].C([O-])([O-])=O.[Na+].[Na+]. Product: [O:7]=[C:5]1[CH2:6][CH:3]([NH:2][C:13](=[O:14])[O:12][C:9]([CH3:11])([CH3:10])[CH3:8])[CH2:4]1. The catalyst class is: 90. (5) Reactant: [NH2:1][C:2]1[CH:3]=[C:4]([C:8]#[C:9][C:10]2[CH:11]=[C:12]([NH:16][C:17](=[O:23])[O:18][C:19]([CH3:22])([CH3:21])[CH3:20])[CH:13]=[N:14][CH:15]=2)[CH:5]=[CH:6][CH:7]=1. Product: [NH2:1][C:2]1[CH:3]=[C:4]([CH2:8][CH2:9][C:10]2[CH:11]=[C:12]([NH:16][C:17](=[O:23])[O:18][C:19]([CH3:21])([CH3:20])[CH3:22])[CH:13]=[N:14][CH:15]=2)[CH:5]=[CH:6][CH:7]=1. The catalyst class is: 43. (6) Reactant: Cl[C:2]1[N:7]=[CH:6][C:5]([S:8]([NH:11][C@@H:12]([C:14]2[N:18]([CH2:19][CH3:20])[C:17]3[CH:21]=[C:22]([C:25]([F:28])([F:27])[F:26])[CH:23]=[CH:24][C:16]=3[N:15]=2)[CH3:13])(=[O:10])=[O:9])=[CH:4][CH:3]=1.O.[NH2:30][NH2:31]. Product: [CH2:19]([N:18]1[C:17]2[CH:21]=[C:22]([C:25]([F:28])([F:27])[F:26])[CH:23]=[CH:24][C:16]=2[N:15]=[C:14]1[C@H:12]([NH:11][S:8]([C:5]1[CH:6]=[N:7][C:2]([NH:30][NH2:31])=[CH:3][CH:4]=1)(=[O:10])=[O:9])[CH3:13])[CH3:20]. The catalyst class is: 8. (7) Reactant: [Br:1][CH2:2][C:3]([C:5]1[S:9][C:8]([C:10]#[N:11])=[CH:7][CH:6]=1)=[O:4].[BH4-].[Na+].Br. Product: [Br:1][CH2:2][CH:3]([C:5]1[S:9][C:8]([C:10]#[N:11])=[CH:7][CH:6]=1)[OH:4]. The catalyst class is: 24. (8) Reactant: [CH3:1][S:2](Cl)(=[O:4])=[O:3].[C:6]([C:10]1[CH:11]=[C:12]([NH:31][C:32]([NH:34][C@@H:35]2[C:44]3[C:39](=[CH:40][CH:41]=[CH:42][CH:43]=3)[C@H:38]([O:45][C:46]3[CH:47]=[CH:48][C:49]4[N:50]([C:52]([N:55]5[CH2:60][CH2:59][CH2:58][CH2:57][CH2:56]5)=[N:53][N:54]=4)[CH:51]=3)[CH2:37][CH2:36]2)=[O:33])[N:13]([C:15]2[CH:20]=[CH:19][CH:18]=[C:17]([O:21][CH2:22][CH2:23][O:24]C3CCCCO3)[CH:16]=2)[N:14]=1)([CH3:9])([CH3:8])[CH3:7].CCN(C(C)C)C(C)C. Product: [C:6]([C:10]1[CH:11]=[C:12]([NH:31][C:32]([NH:34][C@@H:35]2[C:44]3[C:39](=[CH:40][CH:41]=[CH:42][CH:43]=3)[C@H:38]([O:45][C:46]3[CH:47]=[CH:48][C:49]4[N:50]([C:52]([N:55]5[CH2:60][CH2:59][CH2:58][CH2:57][CH2:56]5)=[N:53][N:54]=4)[CH:51]=3)[CH2:37][CH2:36]2)=[O:33])[N:13]([C:15]2[CH:16]=[C:17]([CH:18]=[CH:19][CH:20]=2)[O:21][CH2:22][CH2:23][O:24][S:2]([CH3:1])(=[O:4])=[O:3])[N:14]=1)([CH3:9])([CH3:7])[CH3:8]. The catalyst class is: 2. (9) Reactant: C([O:3][C:4](=[O:22])[CH2:5][CH2:6][C@@H:7]1[CH2:12][CH2:11][C:10]([F:14])([F:13])[CH2:9][N:8]1[C:15]([O:17][C:18]([CH3:21])([CH3:20])[CH3:19])=[O:16])C.O[Li].O. Product: [C:18]([O:17][C:15]([N:8]1[CH2:9][C:10]([F:13])([F:14])[CH2:11][CH2:12][C@H:7]1[CH2:6][CH2:5][C:4]([OH:22])=[O:3])=[O:16])([CH3:21])([CH3:19])[CH3:20]. The catalyst class is: 8. (10) Reactant: C[O:2][C:3]([C:5]1[S:6][C:7]([C:39]2[CH:44]=[CH:43][CH:42]=[CH:41][CH:40]=2)=[CH:8][C:9]=1[N:10]([CH:23]([C:30]1[O:34][C:33]2[CH:35]=[CH:36][CH:37]=[CH:38][C:32]=2[CH:31]=1)[C:24]1[CH:29]=[CH:28][CH:27]=[CH:26][CH:25]=1)[S:11]([C:14]1[CH:19]=[C:18]([CH3:20])[C:17]([Cl:21])=[CH:16][C:15]=1[CH3:22])(=[O:13])=[O:12])=[O:4].O[Li].O. Product: [O:34]1[C:33]2[CH:35]=[CH:36][CH:37]=[CH:38][C:32]=2[CH:31]=[C:30]1[CH:23]([N:10]([S:11]([C:14]1[CH:19]=[C:18]([CH3:20])[C:17]([Cl:21])=[CH:16][C:15]=1[CH3:22])(=[O:12])=[O:13])[C:9]1[CH:8]=[C:7]([C:39]2[CH:40]=[CH:41][CH:42]=[CH:43][CH:44]=2)[S:6][C:5]=1[C:3]([OH:4])=[O:2])[C:24]1[CH:25]=[CH:26][CH:27]=[CH:28][CH:29]=1. The catalyst class is: 87.